Dataset: Catalyst prediction with 721,799 reactions and 888 catalyst types from USPTO. Task: Predict which catalyst facilitates the given reaction. (1) Reactant: [OH-:1].[Li+].C(O[C:7]1[C:8]2[C@@H:9]3[CH2:32][O:31][C:30](=[O:33])[CH2:29][CH2:28][C@H:10]3[C:11]([CH3:27])([CH3:26])[O:12][C:13]=2[CH:14]=[C:15]([C:17]([CH3:25])([CH2:19][CH2:20][CH2:21][CH2:22][CH2:23][CH3:24])[CH3:18])[CH:16]=1)(=O)C.C1COCC1. Product: [OH:1][CH2:32][CH2:9][C@@H:10]1[C@@H:28]([CH2:29][C:30]([OH:31])=[O:33])[C:8]2[C:13](=[CH:14][C:15]([C:17]([CH3:25])([CH2:19][CH2:20][CH2:21][CH2:22][CH2:23][CH3:24])[CH3:18])=[CH:16][CH:7]=2)[O:12][C:11]1([CH3:27])[CH3:26]. The catalyst class is: 6. (2) Reactant: [CH2:1]([O:8][C:9]1[CH:14]=[CH:13][C:12]([C:15]([CH3:18])([CH3:17])[CH3:16])=[CH:11][C:10]=1[C:19]([CH3:24])([CH3:23])[CH2:20][CH2:21][OH:22])[C:2]1[CH:7]=[CH:6][CH:5]=[CH:4][CH:3]=1.CC(OI1(OC(C)=O)(OC(C)=O)OC(=O)C2C=CC=CC1=2)=O. Product: [CH2:1]([O:8][C:9]1[CH:14]=[CH:13][C:12]([C:15]([CH3:18])([CH3:16])[CH3:17])=[CH:11][C:10]=1[C:19]([CH3:24])([CH3:23])[CH2:20][CH:21]=[O:22])[C:2]1[CH:3]=[CH:4][CH:5]=[CH:6][CH:7]=1. The catalyst class is: 4. (3) Reactant: C([Li])CCC.[Cl:6][C:7]1[N:12]=[C:11]([F:13])[C:10]([O:14][CH2:15][O:16][CH3:17])=[CH:9][CH:8]=1.[Br:18][C:19]1[CH:20]=[CH:21][C:22]([F:27])=[C:23]([CH:26]=1)[CH:24]=[O:25].[Cl-].[NH4+]. Product: [Br:18][C:19]1[CH:20]=[CH:21][C:22]([F:27])=[C:23]([CH:24]([C:9]2[CH:8]=[C:7]([Cl:6])[N:12]=[C:11]([F:13])[C:10]=2[O:14][CH2:15][O:16][CH3:17])[OH:25])[CH:26]=1. The catalyst class is: 387. (4) Reactant: C[O:2][C:3]([C:5]1[CH:23]=[CH:22][C:8]2[N:9]([CH3:21])[C:10]([NH:12][C:13]3[C:18]([Cl:19])=[CH:17][N:16]=[CH:15][C:14]=3[Cl:20])=[N:11][C:7]=2[CH:6]=1)=[O:4].Cl. Product: [Cl:19][C:18]1[CH:17]=[N:16][CH:15]=[C:14]([Cl:20])[C:13]=1[NH:12][C:10]1[N:9]([CH3:21])[C:8]2[CH:22]=[CH:23][C:5]([C:3]([OH:4])=[O:2])=[CH:6][C:7]=2[N:11]=1. The catalyst class is: 273. (5) Reactant: [C:1]([C:4]1[C:5](I)=[N:6][N:7]2[CH2:12][CH2:11][N:10]([C:13]([O:15][C:16]([CH3:19])([CH3:18])[CH3:17])=[O:14])[CH2:9][C:8]=12)(=[O:3])[NH2:2].[Cl:21][C:22]1[CH:23]=[C:24](B(O)O)[CH:25]=[CH:26][C:27]=1[F:28].[O-]P([O-])([O-])=O.[K+].[K+].[K+]. Product: [C:1]([C:4]1[C:5]([C:24]2[CH:25]=[CH:26][C:27]([F:28])=[C:22]([Cl:21])[CH:23]=2)=[N:6][N:7]2[CH2:12][CH2:11][N:10]([C:13]([O:15][C:16]([CH3:19])([CH3:18])[CH3:17])=[O:14])[CH2:9][C:8]=12)(=[O:3])[NH2:2]. The catalyst class is: 669. (6) Reactant: C(OC/C=[C:7](\[CH2:9][CH2:10]/[CH:11]=[C:12](\[CH2:14][CH2:15][CH:16]=[C:17]([CH3:19])C)/C)/C)(=O)C. Product: [CH2:7]1[C@@H:9]2[C@@H:15]([CH2:14][CH2:12][CH2:11][CH2:10]2)[CH2:16][CH2:17][CH2:19]1. The catalyst class is: 463. (7) Reactant: [Br:1][C:2]1[CH:7]=[CH:6][C:5](I)=[CH:4][C:3]=1[F:9].[O:10]=[C:11]1[CH2:14][CH:13]([C:15]([O:17][C:18]([CH3:21])([CH3:20])[CH3:19])=[O:16])[CH2:12]1. Product: [Br:1][C:2]1[CH:7]=[CH:6][C:5]([C:11]2([OH:10])[CH2:12][CH:13]([C:15]([O:17][C:18]([CH3:20])([CH3:19])[CH3:21])=[O:16])[CH2:14]2)=[CH:4][C:3]=1[F:9]. The catalyst class is: 7. (8) Reactant: O[C:2]1[C:11]2[C:6](=[CH:7][CH:8]=[C:9]([O:12][CH2:13][CH2:14][CH2:15][N:16]3[CH2:21][CH2:20][O:19][CH2:18][CH2:17]3)[N:10]=2)[N:5]=[CH:4][C:3]=1[C:22]#[N:23].C(Cl)(=O)C([Cl:27])=O.CN(C=O)C. Product: [Cl:27][C:2]1[C:11]2[C:6](=[CH:7][CH:8]=[C:9]([O:12][CH2:13][CH2:14][CH2:15][N:16]3[CH2:21][CH2:20][O:19][CH2:18][CH2:17]3)[N:10]=2)[N:5]=[CH:4][C:3]=1[C:22]#[N:23]. The catalyst class is: 2. (9) Reactant: CON=[C:4]1[C:12]2[C:7](=[CH:8][C:9]([C:13]3[C:14]([C:22]4[CH:27]=[CH:26][N:25]=[CH:24][CH:23]=4)=[N:15][N:16]4[CH:21]=[CH:20][CH:19]=[N:18][C:17]=34)=[CH:10][CH:11]=2)[CH2:6][CH2:5]1.Cl.[O:29]1CCOCC1. Product: [N:25]1[CH:26]=[CH:27][C:22]([C:14]2[C:13]([C:9]3[CH:8]=[C:7]4[C:12](=[CH:11][CH:10]=3)[C:4](=[O:29])[CH2:5][CH2:6]4)=[C:17]3[N:18]=[CH:19][CH:20]=[CH:21][N:16]3[N:15]=2)=[CH:23][CH:24]=1. The catalyst class is: 13.